From a dataset of Full USPTO retrosynthesis dataset with 1.9M reactions from patents (1976-2016). Predict the reactants needed to synthesize the given product. (1) Given the product [F:1][C:2]1[CH:7]=[CH:6][C:5]([N:8]2[C:11](=[O:12])[C@H:10]([S:13][CH2:14][CH:15]([C:17]3[CH:18]=[CH:19][C:20]([F:23])=[CH:21][CH:22]=3)[OH:16])[C@H:9]2[C:24]2[CH:42]=[CH:41][C:27]([O:28][CH2:29][C:30]([NH:32][CH2:33][C:34]([NH:36][CH2:37][C:38]([N:79]([CH2:72][C:73]3[CH:78]=[CH:77][CH:76]=[CH:75][CH:74]=3)[CH2:80][C:81]([OH:83])=[O:82])=[O:39])=[O:35])=[O:31])=[CH:26][CH:25]=2)=[CH:4][CH:3]=1, predict the reactants needed to synthesize it. The reactants are: [F:1][C:2]1[CH:7]=[CH:6][C:5]([N:8]2[C:11](=[O:12])[C@H:10]([S:13][CH2:14][C:15]([C:17]3[CH:22]=[CH:21][C:20]([F:23])=[CH:19][CH:18]=3)=[O:16])[C@H:9]2[C:24]2[CH:42]=[CH:41][C:27]([O:28][CH2:29][C:30]([NH:32][CH2:33][C:34]([NH:36][CH2:37][C:38](O)=[O:39])=[O:35])=[O:31])=[CH:26][CH:25]=2)=[CH:4][CH:3]=1.CN1CCOCC1.CN(C(ON1N=NC2C=CC=CC1=2)=[N+](C)C)C.[B-](F)(F)(F)F.[CH2:72]([NH:79][CH2:80][C:81]([OH:83])=[O:82])[C:73]1[CH:78]=[CH:77][CH:76]=[CH:75][CH:74]=1.[BH4-].[Na+]. (2) Given the product [NH:1]1[C:9]2[C:4](=[CH:5][CH:6]=[CH:7][CH:8]=2)[C:3]([C:10]2[CH:11]=[C:12]([NH2:13])[NH:16][N:17]=2)=[CH:2]1, predict the reactants needed to synthesize it. The reactants are: [NH:1]1[C:9]2[C:4](=[CH:5][CH:6]=[CH:7][CH:8]=2)[C:3]([C:10](=O)[CH2:11][C:12]#[N:13])=[CH:2]1.O.[NH2:16][NH2:17]. (3) Given the product [CH3:24][O:25][C:26]1[CH:34]=[CH:33][C:29]([C:30]([NH:1][C:2]2[CH:3]=[C:4]([C:11]3[N:12]=[C:13]([NH:16][C:17](=[O:23])[O:18][C:19]([CH3:20])([CH3:22])[CH3:21])[S:14][CH:15]=3)[CH:5]=[CH:6][C:7]=2[N+:8]([O-:10])=[O:9])=[O:31])=[CH:28][CH:27]=1, predict the reactants needed to synthesize it. The reactants are: [NH2:1][C:2]1[CH:3]=[C:4]([C:11]2[N:12]=[C:13]([NH:16][C:17](=[O:23])[O:18][C:19]([CH3:22])([CH3:21])[CH3:20])[S:14][CH:15]=2)[CH:5]=[CH:6][C:7]=1[N+:8]([O-:10])=[O:9].[CH3:24][O:25][C:26]1[CH:34]=[CH:33][C:29]([C:30](Cl)=[O:31])=[CH:28][CH:27]=1. (4) Given the product [F:8][C:9]1[CH:25]=[CH:24][CH:23]=[CH:22][C:10]=1[CH2:11][C:12]1[C:20]2[C:15](=[CH:16][C:17]([NH:2][C:34]([CH:31]3[CH2:32][CH2:33][N:29]([CH2:28][C:27](=[O:26])[N:37]4[CH2:42][CH2:41][N:40]([C:43]5[CH:44]=[CH:45][C:46]([C:49]6[N:50]=[CH:51][CH:52]=[CH:53][N:54]=6)=[CH:47][CH:48]=5)[CH2:39][CH2:38]4)[CH2:30]3)=[O:36])=[CH:18][CH:19]=2)[NH:14][N:13]=1, predict the reactants needed to synthesize it. The reactants are: C[N:2]1CCOCC1.[F:8][C:9]1[CH:25]=[CH:24][CH:23]=[CH:22][C:10]=1[CH2:11][C:12]1[C:20]2[C:15](=[CH:16][CH:17]=[C:18](N)[CH:19]=2)[NH:14][N:13]=1.[O:26]=[C:27]([N:37]1[CH2:42][CH2:41][N:40]([C:43]2[CH:48]=[CH:47][C:46]([C:49]3[N:54]=[CH:53][CH:52]=[CH:51][N:50]=3)=[CH:45][CH:44]=2)[CH2:39][CH2:38]1)[CH2:28][N:29]1[CH2:33][CH2:32][CH:31]([C:34]([OH:36])=O)[CH2:30]1.Cl.CN(C)CCCN=C=NCC.O.ON1C2C=CC=CC=2N=N1. (5) Given the product [Br:15][C:16]1[CH:17]=[C:18]([C:19]([N:6]2[CH:7]([C:27]3[C:28]4[C:33](=[CH:32][CH:31]=[CH:30][CH:29]=4)[NH:25][CH:26]=3)[C:8]3[C:13](=[CH:12][CH:11]=[CH:10][CH:9]=3)[C:14]3[CH:1]=[CH:2][CH:3]=[CH:4][C:5]2=3)=[O:20])[CH:22]=[CH:23][CH:24]=1, predict the reactants needed to synthesize it. The reactants are: [CH:1]1[C:14]2[C:5](=[N:6][CH:7]=[C:8]3[C:13]=2[CH:12]=[CH:11][CH:10]=[CH:9]3)[CH:4]=[CH:3][CH:2]=1.[Br:15][C:16]1[CH:17]=[C:18]([CH:22]=[CH:23][CH:24]=1)[C:19](Cl)=[O:20].[NH:25]1[C:33]2[C:28](=[CH:29][CH:30]=[CH:31][CH:32]=2)[CH:27]=[CH:26]1. (6) Given the product [F:21][CH:20]([F:22])[N:17]1[C:5]2[C:6]([O:8][C@@H:9]([C@@H:11]3[CH2:12][C:13](=[O:16])[NH:14][CH2:15]3)[CH3:10])=[N:7][C:2]([C:29]3[CH:28]=[CH:27][C:26]([N:40]4[CH2:45][CH2:44][N:43]([C:46]([O:48][C:49]([CH3:50])([CH3:51])[CH3:52])=[O:47])[CH2:42][CH2:41]4)=[C:25]([O:24][CH3:23])[CH:30]=3)=[CH:3][C:4]=2[N:19]=[CH:18]1, predict the reactants needed to synthesize it. The reactants are: Cl[C:2]1[N:7]=[C:6]([O:8][C@@H:9]([C@H:11]2[CH2:15][NH:14][C:13](=[O:16])[CH2:12]2)[CH3:10])[C:5]2[N:17]([CH:20]([F:22])[F:21])[CH:18]=[N:19][C:4]=2[CH:3]=1.[CH3:23][O:24][C:25]1[CH:30]=[C:29](B2OC(C)(C)C(C)(C)O2)[CH:28]=[CH:27][C:26]=1[N:40]1[CH2:45][CH2:44][N:43]([C:46]([O:48][C:49]([CH3:52])([CH3:51])[CH3:50])=[O:47])[CH2:42][CH2:41]1.[O-]P([O-])([O-])=O.[K+].[K+].[K+].